This data is from NCI-60 drug combinations with 297,098 pairs across 59 cell lines. The task is: Regression. Given two drug SMILES strings and cell line genomic features, predict the synergy score measuring deviation from expected non-interaction effect. (1) Drug 1: C1CCC(CC1)NC(=O)N(CCCl)N=O. Drug 2: C1C(C(OC1N2C=NC(=NC2=O)N)CO)O. Cell line: SNB-19. Synergy scores: CSS=41.6, Synergy_ZIP=-12.3, Synergy_Bliss=-7.57, Synergy_Loewe=-16.9, Synergy_HSA=-3.93. (2) Drug 1: C1=CC(=CC=C1C#N)C(C2=CC=C(C=C2)C#N)N3C=NC=N3. Drug 2: CC1C(C(CC(O1)OC2CC(OC(C2O)C)OC3=CC4=CC5=C(C(=O)C(C(C5)C(C(=O)C(C(C)O)O)OC)OC6CC(C(C(O6)C)O)OC7CC(C(C(O7)C)O)OC8CC(C(C(O8)C)O)(C)O)C(=C4C(=C3C)O)O)O)O. Cell line: TK-10. Synergy scores: CSS=29.3, Synergy_ZIP=-2.36, Synergy_Bliss=-3.40, Synergy_Loewe=-16.0, Synergy_HSA=-1.19. (3) Drug 2: C1CCC(C(C1)N)N.C(=O)(C(=O)[O-])[O-].[Pt+4]. Drug 1: CCCCCOC(=O)NC1=NC(=O)N(C=C1F)C2C(C(C(O2)C)O)O. Synergy scores: CSS=6.01, Synergy_ZIP=-2.00, Synergy_Bliss=-0.918, Synergy_Loewe=-13.4, Synergy_HSA=-1.17. Cell line: HS 578T.